Regression. Given two drug SMILES strings and cell line genomic features, predict the synergy score measuring deviation from expected non-interaction effect. From a dataset of NCI-60 drug combinations with 297,098 pairs across 59 cell lines. (1) Drug 1: C1CCN(CC1)CCOC2=CC=C(C=C2)C(=O)C3=C(SC4=C3C=CC(=C4)O)C5=CC=C(C=C5)O. Drug 2: C1=NC2=C(N=C(N=C2N1C3C(C(C(O3)CO)O)F)Cl)N. Cell line: MALME-3M. Synergy scores: CSS=37.6, Synergy_ZIP=1.94, Synergy_Bliss=3.98, Synergy_Loewe=-11.5, Synergy_HSA=2.07. (2) Drug 1: CS(=O)(=O)OCCCCOS(=O)(=O)C. Drug 2: CC(C)(C#N)C1=CC(=CC(=C1)CN2C=NC=N2)C(C)(C)C#N. Cell line: DU-145. Synergy scores: CSS=3.82, Synergy_ZIP=-0.680, Synergy_Bliss=4.53, Synergy_Loewe=2.34, Synergy_HSA=2.32. (3) Drug 1: CC1=C(C(CCC1)(C)C)C=CC(=CC=CC(=CC(=O)O)C)C. Drug 2: CCC(=C(C1=CC=CC=C1)C2=CC=C(C=C2)OCCN(C)C)C3=CC=CC=C3.C(C(=O)O)C(CC(=O)O)(C(=O)O)O. Cell line: PC-3. Synergy scores: CSS=2.98, Synergy_ZIP=0.208, Synergy_Bliss=0.729, Synergy_Loewe=-2.23, Synergy_HSA=-2.40.